This data is from Full USPTO retrosynthesis dataset with 1.9M reactions from patents (1976-2016). The task is: Predict the reactants needed to synthesize the given product. Given the product [OH:2][CH2:3][CH2:4][N:5]1[CH:9]=[C:8]([NH:10][C:11](=[O:28])[CH:12]([NH:16][C:17](=[O:27])[CH2:18][C:19]2[CH:24]=[C:23]([F:25])[CH:22]=[C:21]([F:26])[CH:20]=2)[CH2:13][CH2:14][CH3:15])[N:7]=[CH:6]1, predict the reactants needed to synthesize it. The reactants are: C[O:2][C:3](=O)[CH2:4][N:5]1[CH:9]=[C:8]([NH:10][C:11](=[O:28])[CH:12]([NH:16][C:17](=[O:27])[CH2:18][C:19]2[CH:24]=[C:23]([F:25])[CH:22]=[C:21]([F:26])[CH:20]=2)[CH2:13][CH2:14][CH3:15])[N:7]=[CH:6]1.[H-].[H-].[H-].[H-].[Li+].[Al+3].